From a dataset of Full USPTO retrosynthesis dataset with 1.9M reactions from patents (1976-2016). Predict the reactants needed to synthesize the given product. The reactants are: [Br:1][CH2:2][C:3](Cl)=[O:4].[Cl-].[Al+3].[Cl-].[Cl-].[C:10]1([O:16][C:17]2[CH:22]=[CH:21][CH:20]=[CH:19][CH:18]=2)[CH:15]=[CH:14][CH:13]=[CH:12][CH:11]=1.Cl. Given the product [O:16]([C:10]1[CH:11]=[CH:12][C:13]([C:3](=[O:4])[CH2:2][Br:1])=[CH:14][CH:15]=1)[C:17]1[CH:18]=[CH:19][C:20]([C:3](=[O:4])[CH2:2][Br:1])=[CH:21][CH:22]=1, predict the reactants needed to synthesize it.